From a dataset of Forward reaction prediction with 1.9M reactions from USPTO patents (1976-2016). Predict the product of the given reaction. (1) Given the reactants [C:1]([N:8]1[CH2:16][C@H:14]([OH:15])[CH2:13][C@H:9]1[C:10]([OH:12])=O)([O:3][C:4]([CH3:7])([CH3:6])[CH3:5])=[O:2].CN1CCOCC1.C(Cl)(=O)C(C)(C)C.[CH2:31]([O:33][C:34]([C@@:36]1([NH2:41])[CH2:38][C@H:37]1[CH:39]=[CH2:40])=[O:35])[CH3:32], predict the reaction product. The product is: [C:4]([O:3][C:1]([N:8]1[CH2:16][C@H:14]([OH:15])[CH2:13][C@H:9]1[C:10](=[O:12])[NH:41][C@:36]1([C:34]([O:33][CH2:31][CH3:32])=[O:35])[CH2:38][C@H:37]1[CH:39]=[CH2:40])=[O:2])([CH3:5])([CH3:6])[CH3:7]. (2) Given the reactants [Cl:1][C:2]1[C:3]([C:22]([O:24]CC)=O)=[N:4][N:5]([C:14]2[CH:19]=[CH:18][C:17]([Cl:20])=[CH:16][C:15]=2[Cl:21])[C:6]=1[C:7]1[CH:12]=[CH:11][C:10]([Cl:13])=[CH:9][CH:8]=1.[NH2:27][NH2:28], predict the reaction product. The product is: [Cl:1][C:2]1[C:3]([C:22]([NH:27][NH2:28])=[O:24])=[N:4][N:5]([C:14]2[CH:19]=[CH:18][C:17]([Cl:20])=[CH:16][C:15]=2[Cl:21])[C:6]=1[C:7]1[CH:12]=[CH:11][C:10]([Cl:13])=[CH:9][CH:8]=1. (3) Given the reactants [C:1]([N:5]1[C:14]2[C:9](=[CH:10][C:11](F)=[C:12](F)[CH:13]=2)[C:8](=[O:17])[C:7]([C:18]([O:20]CC)=[O:19])=[CH:6]1)([CH3:4])([CH3:3])[CH3:2].[OH-:23].[K+].[CH3:25][O:26][C:27]1[CH:34]=[CH:33][C:30]([CH2:31][OH:32])=[CH:29][CH:28]=1, predict the reaction product. The product is: [C:1]([N:5]1[C:14]2[C:9](=[CH:10][C:11]([O:23][CH2:31][C:30]3[CH:33]=[CH:34][C:27]([O:26][CH3:25])=[CH:28][CH:29]=3)=[C:12]([O:32][CH2:31][C:30]3[CH:33]=[CH:34][C:27]([O:26][CH3:25])=[CH:28][CH:29]=3)[CH:13]=2)[C:8](=[O:17])[C:7]([C:18]([OH:20])=[O:19])=[CH:6]1)([CH3:2])([CH3:3])[CH3:4]. (4) Given the reactants [OH:1][CH2:2][CH2:3][C:4]1[N:5]=[C:6]2[C:11]([N:12]3[CH2:17][CH2:16][O:15][CH2:14][CH2:13]3)=[CH:10][CH:9]=[N:8][N:7]2[C:18]=1[C:19]1[CH:20]=[CH:21][C:22]([N:25]2[CH2:30][CH2:29][N:28]([C:31]([O:33][C:34]([CH3:37])([CH3:36])[CH3:35])=[O:32])[CH2:27][CH2:26]2)=[N:23][CH:24]=1.O[C:39]1[CH:40]=[N:41][C:42]2[C:47]([CH:48]=1)=[CH:46][CH:45]=[CH:44][CH:43]=2.C1C=CC(P(C2C=CC=CC=2)C2C=CC=CC=2)=CC=1.N(C(OCC)=O)=NC(OCC)=O.C1(C)C=CC=CC=1, predict the reaction product. The product is: [O:15]1[CH2:16][CH2:17][N:12]([C:11]2[C:6]3[N:7]([C:18]([C:19]4[CH:20]=[CH:21][C:22]([N:25]5[CH2:26][CH2:27][N:28]([C:31]([O:33][C:34]([CH3:37])([CH3:36])[CH3:35])=[O:32])[CH2:29][CH2:30]5)=[N:23][CH:24]=4)=[C:4]([CH2:3][CH2:2][O:1][C:39]4[CH:40]=[N:41][C:42]5[C:47]([CH:48]=4)=[CH:46][CH:45]=[CH:44][CH:43]=5)[N:5]=3)[N:8]=[CH:9][CH:10]=2)[CH2:13][CH2:14]1. (5) Given the reactants [CH2:1]([O:8][CH2:9][C@@H:10]1[O:18][CH2:17][C@:13]2([C:19]3[CH:24]=[C:23]([Br:25])[CH:22]=[CH:21][C:20]=3[F:26])[NH:14][O:15][CH2:16][C@@H:12]2[CH2:11]1)[C:2]1[CH:7]=[CH:6][CH:5]=[CH:4][CH:3]=1, predict the reaction product. The product is: [NH2:14][C@@:13]1([C:19]2[CH:24]=[C:23]([Br:25])[CH:22]=[CH:21][C:20]=2[F:26])[CH2:17][O:18][C@@H:10]([CH2:9][O:8][CH2:1][C:2]2[CH:3]=[CH:4][CH:5]=[CH:6][CH:7]=2)[CH2:11][C@H:12]1[CH2:16][OH:15]. (6) Given the reactants [CH3:1][NH:2][CH:3]1[CH2:16][C:15]2[C:6]([CH3:25])([CH:7]3[CH:12]([CH2:13][CH:14]=2)[CH:11]2[CH2:17][CH2:18][CH:19]4[CH:20]([CH3:24])[N:21]([CH3:23])[CH2:22][C:10]24[CH2:9][CH2:8]3)[CH2:5][CH2:4]1.[N:26]1([C:31](Cl)=[O:32])[CH2:30][CH2:29][CH2:28][CH2:27]1.C(N(CC)CC)C, predict the reaction product. The product is: [CH3:1][N:2]([CH:3]1[CH2:16][C:15]2[C:6]([CH3:25])([CH:7]3[CH:12]([CH2:13][CH:14]=2)[CH:11]2[CH2:17][CH2:18][CH:19]4[CH:20]([CH3:24])[N:21]([CH3:23])[CH2:22][C:10]24[CH2:9][CH2:8]3)[CH2:5][CH2:4]1)[C:31]([N:26]1[CH2:30][CH2:29][CH2:28][CH2:27]1)=[O:32]. (7) Given the reactants Cl.[OH:2][CH2:3][CH:4]1[CH2:9][NH:8][CH2:7][CH2:6][N:5]1[CH2:10][CH:11]([N:15]1[CH:19]=[C:18]([C:20]2[C:21]3[CH:28]=[CH:27][N:26]([CH2:29][O:30][CH2:31][CH2:32][Si:33]([CH3:36])([CH3:35])[CH3:34])[C:22]=3[N:23]=[CH:24][N:25]=2)[CH:17]=[N:16]1)[CH2:12][C:13]#[N:14].[C:37]([C:39]1[CH:47]=[CH:46][C:42]([C:43](O)=[O:44])=[C:41]([F:48])[CH:40]=1)#[N:38].F[P-](F)(F)(F)(F)F.C[N+](C)=C(N(C)C)ON1C2N=CC=CC=2N=N1.C(N(CC)CC)C, predict the reaction product. The product is: [C:13]([CH2:12][CH:11]([N:15]1[CH:19]=[C:18]([C:20]2[C:21]3[CH:28]=[CH:27][N:26]([CH2:29][O:30][CH2:31][CH2:32][Si:33]([CH3:35])([CH3:34])[CH3:36])[C:22]=3[N:23]=[CH:24][N:25]=2)[CH:17]=[N:16]1)[CH2:10][N:5]1[CH2:6][CH2:7][N:8]([C:43]([C:42]2[CH:46]=[CH:47][C:39]([C:37]#[N:38])=[CH:40][C:41]=2[F:48])=[O:44])[CH2:9][CH:4]1[CH2:3][OH:2])#[N:14].